Dataset: Reaction yield outcomes from USPTO patents with 853,638 reactions. Task: Predict the reaction yield, written as a fraction of the theoretical maximum amount of product (1.0 means a 100% yield; for example, 0.34 means a 34% yield). (1) The reactants are [F:1][C:2]1[CH:7]=[CH:6][CH:5]=[C:4]([F:8])[C:3]=1[N:9]1[C:14]2[N:15]=[C:16]([N:29]3[CH2:34][CH2:33][CH:32]([N:35]4[CH2:40][CH2:39][CH:38]([CH3:41])[CH2:37][CH2:36]4)[CH2:31][CH2:30]3)[N:17]=[C:18]([C:19]3[CH:20]=[C:21]([CH:25]=[CH:26][C:27]=3[CH3:28])[C:22](O)=[O:23])[C:13]=2[CH:12]=[CH:11][C:10]1=[O:42].CN(C(ON1N=NC2C=CC=CC1=2)=[N+](C)C)C.F[P-](F)(F)(F)(F)F.C(N(CC)CC)C.Cl.[F:75][CH2:76][CH2:77][NH2:78]. The catalyst is CN(C=O)C. The product is [F:1][C:2]1[CH:7]=[CH:6][CH:5]=[C:4]([F:8])[C:3]=1[N:9]1[C:14]2[N:15]=[C:16]([N:29]3[CH2:34][CH2:33][CH:32]([N:35]4[CH2:40][CH2:39][CH:38]([CH3:41])[CH2:37][CH2:36]4)[CH2:31][CH2:30]3)[N:17]=[C:18]([C:19]3[CH:20]=[C:21]([CH:25]=[CH:26][C:27]=3[CH3:28])[C:22]([NH:78][CH2:77][CH2:76][F:75])=[O:23])[C:13]=2[CH:12]=[CH:11][C:10]1=[O:42]. The yield is 0.330. (2) The reactants are N#N.CCN=C=NCCCN(C)C.Cl.CCN(CC)CC.[CH3:22][O:23][C:24]1[CH:25]=[C:26]([CH2:34][CH2:35][C:36]([OH:38])=O)[CH:27]=[C:28]([O:32][CH3:33])[C:29]=1[O:30][CH3:31].[CH3:39][O:40][C:41](=[O:56])[CH2:42][C:43]1[CH:44]=[C:45]([C:49]2[CH:54]=[CH:53][CH:52]=[CH:51][C:50]=2[NH2:55])[CH:46]=[CH:47][CH:48]=1. The catalyst is C(Cl)Cl.CN(C1C=CN=CC=1)C. The product is [CH3:39][O:40][C:41](=[O:56])[CH2:42][C:43]1[CH:44]=[C:45]([C:49]2[CH:54]=[CH:53][CH:52]=[CH:51][C:50]=2[NH:55][C:36](=[O:38])[CH2:35][CH2:34][C:26]2[CH:27]=[C:28]([O:32][CH3:33])[C:29]([O:30][CH3:31])=[C:24]([O:23][CH3:22])[CH:25]=2)[CH:46]=[CH:47][CH:48]=1. The yield is 0.480. (3) The reactants are [Br:1][C:2]1[CH:3]=[C:4]([CH:7]=[CH:8][C:9]=1[OH:10])[CH:5]=[O:6].[C:11](OC(=O)C)(=[O:13])[CH3:12]. The catalyst is CN(C1C=CN=CC=1)C. The product is [C:11]([O:10][C:9]1[CH:8]=[CH:7][C:4]([CH:5]=[O:6])=[CH:3][C:2]=1[Br:1])(=[O:13])[CH3:12]. The yield is 0.900.